This data is from Catalyst prediction with 721,799 reactions and 888 catalyst types from USPTO. The task is: Predict which catalyst facilitates the given reaction. Reactant: [Br:1][C:2]1[NH:3][CH:4]([C:15]([O-:17])=[O:16])[C:5]([C:11]([OH:14])([CH3:13])[CH3:12])(C(OC)=O)[N:6]=1.[C:18](=O)([O-])[O-].[K+].[K+].[Cl:24][C:25]1[CH:32]=[CH:31][C:30]([Cl:33])=[CH:29][C:26]=1[CH2:27]Br.O. Product: [Br:1][C:2]1[N:3]([CH2:27][C:26]2[CH:29]=[C:30]([Cl:33])[CH:31]=[CH:32][C:25]=2[Cl:24])[C:4]([C:15]([O:17][CH3:18])=[O:16])=[C:5]([C:11]([OH:14])([CH3:12])[CH3:13])[N:6]=1. The catalyst class is: 3.